Dataset: NCI-60 drug combinations with 297,098 pairs across 59 cell lines. Task: Regression. Given two drug SMILES strings and cell line genomic features, predict the synergy score measuring deviation from expected non-interaction effect. (1) Drug 1: C1CC(=O)NC(=O)C1N2CC3=C(C2=O)C=CC=C3N. Drug 2: C1=NC2=C(N=C(N=C2N1C3C(C(C(O3)CO)O)F)Cl)N. Cell line: MDA-MB-435. Synergy scores: CSS=3.55, Synergy_ZIP=-7.19, Synergy_Bliss=-4.81, Synergy_Loewe=-22.1, Synergy_HSA=-3.94. (2) Drug 1: CCCCC(=O)OCC(=O)C1(CC(C2=C(C1)C(=C3C(=C2O)C(=O)C4=C(C3=O)C=CC=C4OC)O)OC5CC(C(C(O5)C)O)NC(=O)C(F)(F)F)O. Drug 2: CC(C)CN1C=NC2=C1C3=CC=CC=C3N=C2N. Cell line: UACC62. Synergy scores: CSS=61.5, Synergy_ZIP=-2.57, Synergy_Bliss=-5.96, Synergy_Loewe=-5.80, Synergy_HSA=-5.52. (3) Synergy scores: CSS=20.6, Synergy_ZIP=-5.51, Synergy_Bliss=-0.326, Synergy_Loewe=-69.6, Synergy_HSA=-1.54. Drug 1: C1=CN(C(=O)N=C1N)C2C(C(C(O2)CO)O)O.Cl. Drug 2: CN(C(=O)NC(C=O)C(C(C(CO)O)O)O)N=O. Cell line: SK-OV-3. (4) Drug 1: CCC1=C2CN3C(=CC4=C(C3=O)COC(=O)C4(CC)O)C2=NC5=C1C=C(C=C5)O. Drug 2: C1=NC2=C(N1)C(=S)N=CN2. Cell line: CAKI-1. Synergy scores: CSS=33.6, Synergy_ZIP=-11.5, Synergy_Bliss=-5.77, Synergy_Loewe=-16.3, Synergy_HSA=-3.67. (5) Drug 1: C1CCC(C1)C(CC#N)N2C=C(C=N2)C3=C4C=CNC4=NC=N3. Drug 2: CC1=C(C=C(C=C1)C(=O)NC2=CC(=CC(=C2)C(F)(F)F)N3C=C(N=C3)C)NC4=NC=CC(=N4)C5=CN=CC=C5. Cell line: MALME-3M. Synergy scores: CSS=0.212, Synergy_ZIP=0.741, Synergy_Bliss=2.01, Synergy_Loewe=-1.60, Synergy_HSA=-0.623.